This data is from Catalyst prediction with 721,799 reactions and 888 catalyst types from USPTO. The task is: Predict which catalyst facilitates the given reaction. Reactant: [ClH:1].[S:2]1[C:6]([N:7]([CH3:16])[C:8]([CH:10]2[CH:15]3[CH:11]2[CH2:12][NH:13][CH2:14]3)=[O:9])=[CH:5][CH:4]=[N:3]1.C(N(CC)CC)C.[CH3:24][C:25]1[C:33]2[CH2:32][O:31][C:30](=[O:34])[C:29]=2[CH:28]=[CH:27][C:26]=1[C@@H:35]1[CH2:37][O:36]1. Product: [ClH:1].[OH:36][C@H:35]([C:26]1[CH:27]=[CH:28][C:29]2[C:30](=[O:34])[O:31][CH2:32][C:33]=2[C:25]=1[CH3:24])[CH2:37][N:13]1[CH2:12][CH2:11][CH:10]([C:8]([N:7]([C:6]2[S:2][N:3]=[CH:4][CH:5]=2)[CH3:16])=[O:9])[CH2:15][CH2:14]1. The catalyst class is: 14.